Predict the product of the given reaction. From a dataset of Forward reaction prediction with 1.9M reactions from USPTO patents (1976-2016). (1) Given the reactants CS(O[C@H:6]1[CH2:11][CH2:10][C@H:9]([CH2:12][NH:13][C:14]([O:16][C:17]([CH3:20])([CH3:19])[CH3:18])=[O:15])[CH2:8][CH2:7]1)(=O)=O.[F:21][C:22]([F:31])([F:30])[C:23]1[CH:24]=[C:25]([SH:29])[CH:26]=[CH:27][CH:28]=1.C([O-])([O-])=O.[K+].[K+], predict the reaction product. The product is: [F:31][C:22]([F:21])([F:30])[C:23]1[CH:24]=[C:25]([S:29][C@@H:6]2[CH2:7][CH2:8][C@H:9]([CH2:12][NH:13][C:14](=[O:15])[O:16][C:17]([CH3:18])([CH3:19])[CH3:20])[CH2:10][CH2:11]2)[CH:26]=[CH:27][CH:28]=1. (2) The product is: [O:6]=[C:2]([CH3:1])[CH2:3][C:4]([NH:20][C:17]1[CH:16]=[CH:15][C:14]([NH:13][C:7]2[CH:12]=[CH:11][CH:10]=[CH:9][CH:8]=2)=[CH:19][CH:18]=1)=[O:5]. Given the reactants [CH2:1]=[C:2]1[O:6][C:4](=[O:5])[CH2:3]1.[C:7]1([NH:13][C:14]2[CH:19]=[CH:18][C:17]([NH2:20])=[CH:16][CH:15]=2)[CH:12]=[CH:11][CH:10]=[CH:9][CH:8]=1, predict the reaction product. (3) Given the reactants [N:1]1([C:7]2[N:15]=[C:14]([C:16]3[CH:17]=[C:18]([CH2:22][OH:23])[CH:19]=[CH:20][CH:21]=3)[N:13]=[C:12]3[C:8]=2[N:9]=[CH:10][N:11]3[CH:24]2[CH2:29][CH2:28][NH:27][CH2:26][CH2:25]2)[CH2:6][CH2:5][O:4][CH2:3][CH2:2]1.[BH3-]C#N.[Na+].[F:34][C:35]1[CH:42]=[CH:41][CH:40]=[CH:39][C:36]=1[CH:37]=O, predict the reaction product. The product is: [F:34][C:35]1[CH:42]=[CH:41][CH:40]=[CH:39][C:36]=1[CH2:37][N:27]1[CH2:28][CH2:29][CH:24]([N:11]2[CH:10]=[N:9][C:8]3[C:12]2=[N:13][C:14]([C:16]2[CH:17]=[C:18]([CH2:22][OH:23])[CH:19]=[CH:20][CH:21]=2)=[N:15][C:7]=3[N:1]2[CH2:6][CH2:5][O:4][CH2:3][CH2:2]2)[CH2:25][CH2:26]1. (4) The product is: [F:14][C:15]1[CH:16]=[C:17]([CH:2]2[C:9]3[CH:8]=[C:7]([C:10]([O:12][CH3:13])=[O:11])[NH:6][C:5]=3[CH2:4][CH2:3]2)[CH:18]=[C:19]([F:21])[CH:20]=1.[F:14][C:15]1[CH:16]=[C:17]([C:2]2[C:9]3[CH:8]=[C:7]([C:10]([O:12][CH3:13])=[O:11])[NH:6][C:5]=3[CH2:4][CH:3]=2)[CH:18]=[C:19]([F:21])[CH:20]=1. Given the reactants O=[C:2]1[C:9]2[CH:8]=[C:7]([C:10]([O:12][CH3:13])=[O:11])[NH:6][C:5]=2[CH2:4][CH2:3]1.[F:14][C:15]1[CH:16]=[C:17]([Mg]Br)[CH:18]=[C:19]([F:21])[CH:20]=1, predict the reaction product. (5) Given the reactants [Cl:1][C:2]1[CH:22]=[CH:21][C:5]([CH2:6][NH:7][C:8]2[C:17]([N+:18]([O-])=O)=[CH:16][CH:15]=[CH:14][C:9]=2[C:10]([O:12][CH3:13])=[O:11])=[CH:4][CH:3]=1.C(O)(=O)C.C(OCC)(=O)C, predict the reaction product. The product is: [NH2:18][C:17]1[C:8]([NH:7][CH2:6][C:5]2[CH:4]=[CH:3][C:2]([Cl:1])=[CH:22][CH:21]=2)=[C:9]([CH:14]=[CH:15][CH:16]=1)[C:10]([O:12][CH3:13])=[O:11]. (6) Given the reactants [C:1]([BH3-])#[N:2].[Na+].N[C@H:6]1[CH2:15][CH2:14][C:13]2[C:12]([NH:16][C:17](=[O:22])[C:18]([OH:21])([CH3:20])[CH3:19])=[CH:11][CH:10]=[CH:9][C:8]=2[CH2:7]1.C=O.[CH3:25]C(O)=O, predict the reaction product. The product is: [CH3:25][N:2]([CH3:1])[C@H:6]1[CH2:15][CH2:14][C:13]2[C:12]([NH:16][C:17](=[O:22])[C:18]([OH:21])([CH3:20])[CH3:19])=[CH:11][CH:10]=[CH:9][C:8]=2[CH2:7]1.